Dataset: Forward reaction prediction with 1.9M reactions from USPTO patents (1976-2016). Task: Predict the product of the given reaction. Given the reactants [C:1]([O:10][CH3:11])(=[O:9])[C:2]([CH2:4][C:5]([O:7][CH3:8])=[O:6])=[CH2:3].[Na].[C:13]([O:20][CH3:21])(=[O:19])[CH2:14][C:15]([O:17][CH3:18])=[O:16].[H-].[Na+], predict the reaction product. The product is: [CH:14]([C:13]([O:20][CH3:21])=[O:19])([C:15]([O:17][CH3:18])=[O:16])[CH2:3][CH:2]([C:1]([O:10][CH3:11])=[O:9])[CH2:4][C:5]([O:7][CH3:8])=[O:6].